Dataset: Full USPTO retrosynthesis dataset with 1.9M reactions from patents (1976-2016). Task: Predict the reactants needed to synthesize the given product. (1) Given the product [CH2:30]([N:13]1[CH2:14][C@H:9]([NH:8][C:6]([O:5][C:1]([CH3:4])([CH3:3])[CH3:2])=[O:7])[CH2:10][CH2:11][C@@H:12]1[CH2:15][C:16]([O:18][CH2:19][CH3:20])=[O:17])[C:31]1[CH:36]=[CH:35][CH:34]=[CH:33][CH:32]=1, predict the reactants needed to synthesize it. The reactants are: [C:1]([O:5][C:6]([NH:8][C@H:9]1[CH2:14][NH:13][C@@H:12]([CH2:15][C:16]([O:18][CH2:19][CH3:20])=[O:17])[CH2:11][CH2:10]1)=[O:7])([CH3:4])([CH3:3])[CH3:2].C(N(CC)C(C)C)(C)C.[CH2:30](Br)[C:31]1[CH:36]=[CH:35][CH:34]=[CH:33][CH:32]=1. (2) Given the product [Cl:18][C:15]1[CH:14]=[C:13]([C:12]([C:2]#[C:1][C:3]2[CH:4]=[N:5][CH:6]=[C:7]([F:10])[C:8]=2[CH3:9])=[CH:17][N:16]=1)[CH:19]=[O:20], predict the reactants needed to synthesize it. The reactants are: [C:1]([C:3]1[CH:4]=[N:5][CH:6]=[C:7]([F:10])[C:8]=1[CH3:9])#[CH:2].Br[C:12]1[C:13]([CH:19]=[O:20])=[CH:14][C:15]([Cl:18])=[N:16][CH:17]=1.C(N(CC)C(C)C)(C)C.